Dataset: Catalyst prediction with 721,799 reactions and 888 catalyst types from USPTO. Task: Predict which catalyst facilitates the given reaction. (1) Reactant: [CH3:1][C:2]1[CH:7]=[CH:6][C:5]([C:8]([C:10]2[CH:15]=[CH:14][C:13]([CH3:16])=[CH:12][CH:11]=2)=O)=[CH:4][CH:3]=1.Cl.[NH2:18][OH:19].O. Product: [CH3:1][C:2]1[CH:7]=[CH:6][C:5]([C:8]([C:10]2[CH:15]=[CH:14][C:13]([CH3:16])=[CH:12][CH:11]=2)=[N:18][OH:19])=[CH:4][CH:3]=1. The catalyst class is: 17. (2) Reactant: C(=O)([O-])[O-].[K+].[K+].[Br:7][C:8]1[C:9](Cl)=[N:10][CH:11]=[C:12]([N+:15]([O-:17])=[O:16])[C:13]=1[CH3:14].O.[Cl:20][C:21]1[CH:26]=[CH:25][C:24]([OH:27])=[CH:23][C:22]=1[C:28]([F:31])([F:30])[F:29]. Product: [Br:7][C:8]1[C:9]([O:27][C:24]2[CH:25]=[CH:26][C:21]([Cl:20])=[C:22]([C:28]([F:31])([F:29])[F:30])[CH:23]=2)=[N:10][CH:11]=[C:12]([N+:15]([O-:17])=[O:16])[C:13]=1[CH3:14]. The catalyst class is: 573.